From a dataset of Reaction yield outcomes from USPTO patents with 853,638 reactions. Predict the reaction yield, written as a fraction of the theoretical maximum amount of product (1.0 means a 100% yield; for example, 0.34 means a 34% yield). (1) The reactants are [C:1]([O:5][C:6](=[O:38])[N:7]([C:31]1[CH:36]=[CH:35][C:34]([Cl:37])=[CH:33][CH:32]=1)[CH:8]1[CH2:17][CH2:16][C:15]2[C:10](=[CH:11][CH:12]=[CH:13][C:14]=2[CH2:18][O:19]C2C=CC(OC)=CC=2)[C:9]1=[S:28](=[O:30])=[O:29])([CH3:4])([CH3:3])[CH3:2]. The catalyst is C1COCC1.CCOC(C)=O.O. The product is [C:1]([O:5][C:6](=[O:38])[N:7]([C:31]1[CH:36]=[CH:35][C:34]([Cl:37])=[CH:33][CH:32]=1)[CH:8]1[CH2:17][CH2:16][C:15]2[C:10](=[CH:11][CH:12]=[CH:13][C:14]=2[CH2:18][OH:19])[C:9]1=[S:28](=[O:30])=[O:29])([CH3:4])([CH3:2])[CH3:3]. The yield is 0.870. (2) The reactants are C(N(CC)CC)C.[Si:8](Cl)([C:11]([CH3:14])([CH3:13])[CH3:12])([CH3:10])[CH3:9].[CH2:16]([O:23][C:24]([N:26]1[CH2:30][C@H:29]([O:31][S:32]([C:35]2[CH:40]=[CH:39][C:38]([CH3:41])=[CH:37][CH:36]=2)(=[O:34])=[O:33])[CH2:28][C@H:27]1[CH2:42][OH:43])=[O:25])[C:17]1[CH:22]=[CH:21][CH:20]=[CH:19][CH:18]=1. The catalyst is CN(C)C1C=CN=CC=1.C(Cl)Cl. The product is [CH2:16]([O:23][C:24]([N:26]1[CH2:30][C@H:29]([O:31][S:32]([C:35]2[CH:36]=[CH:37][C:38]([CH3:41])=[CH:39][CH:40]=2)(=[O:34])=[O:33])[CH2:28][C@H:27]1[CH2:42][O:43][Si:8]([C:11]([CH3:14])([CH3:13])[CH3:12])([CH3:10])[CH3:9])=[O:25])[C:17]1[CH:18]=[CH:19][CH:20]=[CH:21][CH:22]=1. The yield is 0.940.